From a dataset of Reaction yield outcomes from USPTO patents with 853,638 reactions. Predict the reaction yield, written as a fraction of the theoretical maximum amount of product (1.0 means a 100% yield; for example, 0.34 means a 34% yield). (1) The reactants are [F:1][C:2]([F:29])([F:28])[O:3][C:4]1[CH:9]=[CH:8][C:7]([O:10][C:11](=[O:27])[N:12]([CH2:25][CH3:26])[CH:13]2[CH2:22][CH2:21][C:20]3[C:15](=[CH:16][CH:17]=[C:18]([O:23]C)[CH:19]=3)[CH2:14]2)=[CH:6][CH:5]=1.B(Br)(Br)Br.C(Cl)Cl. The catalyst is C(Cl)Cl. The product is [F:1][C:2]([F:28])([F:29])[O:3][C:4]1[CH:5]=[CH:6][C:7]([O:10][C:11](=[O:27])[N:12]([CH2:25][CH3:26])[CH:13]2[CH2:22][CH2:21][C:20]3[C:15](=[CH:16][CH:17]=[C:18]([OH:23])[CH:19]=3)[CH2:14]2)=[CH:8][CH:9]=1. The yield is 0.750. (2) The reactants are [Cl:1][C:2]1[CH:7]=[CH:6][C:5]([C:8]2[N:9]=[C:10]([CH2:26][OH:27])[C:11]([C:21]([O:23][CH2:24][CH3:25])=[O:22])=[N:12][C:13]=2[C:14]2[CH:19]=[CH:18][C:17]([Cl:20])=[CH:16][CH:15]=2)=[CH:4][CH:3]=1.[C:28]1(O)[CH:33]=[CH:32][CH:31]=[CH:30][CH:29]=1.C1(P(C2C=CC=CC=2)C2C=CC=CC=2)C=CC=CC=1.N(C(OCC)=O)=NC(OCC)=O. The catalyst is C1COCC1. The product is [Cl:1][C:2]1[CH:3]=[CH:4][C:5]([C:8]2[N:9]=[C:10]([CH2:26][O:27][C:28]3[CH:33]=[CH:32][CH:31]=[CH:30][CH:29]=3)[C:11]([C:21]([O:23][CH2:24][CH3:25])=[O:22])=[N:12][C:13]=2[C:14]2[CH:19]=[CH:18][C:17]([Cl:20])=[CH:16][CH:15]=2)=[CH:6][CH:7]=1. The yield is 0.690. (3) The yield is 0.480. The product is [CH3:1][O:2][C:3]1[CH:8]=[C:7]([O:9][C:10]2[CH:15]=[CH:14][N:13]=[C:12]3[CH:16]=[C:17]([C:19]4[N:20]([CH3:24])[CH:21]=[CH:22][N:23]=4)[S:18][C:11]=23)[CH:6]=[CH:5][C:4]=1[NH:25][C:48]([NH:50][C:51](=[O:59])[CH2:52][C:53]1[CH:54]=[CH:55][CH:56]=[CH:57][CH:58]=1)=[S:49]. The reactants are [CH3:1][O:2][C:3]1[CH:8]=[C:7]([O:9][C:10]2[CH:15]=[CH:14][N:13]=[C:12]3[CH:16]=[C:17]([C:19]4[N:20]([CH3:24])[CH:21]=[CH:22][N:23]=4)[S:18][C:11]=23)[CH:6]=[CH:5][C:4]=1[NH2:25].S1C=CN=C1C1SC2C(=NC=CC=2OC2C=CC(N[C:48]([NH:50][C:51](=[O:59])[CH2:52][C:53]3[CH:58]=[CH:57][CH:56]=[CH:55][CH:54]=3)=[S:49])=CC=2F)C=1. No catalyst specified. (4) The reactants are C(=O)([O-])[O-].[Cs+].[Cs+].F[C:8]1[CH:15]=[CH:14][C:13]([I:16])=[CH:12][C:9]=1[CH:10]=O.Cl.Cl.[N:19]1[CH:24]=[CH:23][C:22]([NH:25][NH2:26])=[CH:21][CH:20]=1. The catalyst is CN1CCCC1=O. The product is [I:16][C:13]1[CH:12]=[C:9]2[C:8](=[CH:15][CH:14]=1)[N:25]([C:22]1[CH:23]=[CH:24][N:19]=[CH:20][CH:21]=1)[N:26]=[CH:10]2. The yield is 0.923.